From a dataset of Forward reaction prediction with 1.9M reactions from USPTO patents (1976-2016). Predict the product of the given reaction. (1) Given the reactants O[C:2]1([CH3:24])[CH2:6][N:5]([C:7]([O:9][C:10]([CH3:13])([CH3:12])[CH3:11])=[O:8])[C@H:4]([C:14]([O:16][CH2:17][C:18]2[CH:23]=[CH:22][CH:21]=[CH:20][CH:19]=2)=[O:15])[CH2:3]1.CCN(S(F)(F)[F:31])CC, predict the reaction product. The product is: [F:31][C@@:2]1([CH3:24])[CH2:6][N:5]([C:7]([O:9][C:10]([CH3:13])([CH3:12])[CH3:11])=[O:8])[C@H:4]([C:14]([O:16][CH2:17][C:18]2[CH:23]=[CH:22][CH:21]=[CH:20][CH:19]=2)=[O:15])[CH2:3]1. (2) Given the reactants [F:1][C:2]1[CH:7]=[CH:6][C:5]([F:8])=[CH:4][C:3]=1[C:9]1[CH:14]=[C:13]([NH:15][C:16]2[CH:21]=[CH:20][N:19]=[C:18]3[CH:22]=[N:23][NH:24][C:17]=23)[C:12]([CH3:25])=[CH:11][N:10]=1.[N:26]([CH2:29][CH3:30])=[C:27]=[O:28], predict the reaction product. The product is: [F:1][C:2]1[CH:7]=[CH:6][C:5]([F:8])=[CH:4][C:3]=1[C:9]1[CH:14]=[C:13]([NH:15][C:16]2[CH:21]=[CH:20][N:19]=[C:18]3[CH:22]=[N:23][N:24]([C:27]([NH:26][CH2:29][CH3:30])=[O:28])[C:17]=23)[C:12]([CH3:25])=[CH:11][N:10]=1. (3) Given the reactants [CH2:1]([C:4]1[S:27][C:7]2[N:8]=[C:9]([CH2:25][OH:26])[N:10]=[C:11]([N:12]3[CH2:17][CH2:16][N:15]4[C:18]([C:21]([F:24])([F:23])[F:22])=[N:19][N:20]=[C:14]4[CH2:13]3)[C:6]=2[CH:5]=1)[CH2:2][CH3:3].[CH3:28][O:29][C:30](=[O:38])[C:31]1[CH:36]=[CH:35][CH:34]=[CH:33][C:32]=1O, predict the reaction product. The product is: [CH3:28][O:29][C:30](=[O:38])[C:31]1[CH:36]=[CH:35][CH:34]=[CH:33][C:32]=1[O:26][CH2:25][C:9]1[N:10]=[C:11]([N:12]2[CH2:17][CH2:16][N:15]3[C:18]([C:21]([F:24])([F:23])[F:22])=[N:19][N:20]=[C:14]3[CH2:13]2)[C:6]2[CH:5]=[C:4]([CH2:1][CH2:2][CH3:3])[S:27][C:7]=2[N:8]=1. (4) Given the reactants [CH:1]1(C(O)=O)[CH2:6][CH2:5][CH:4]=[CH:3][CH2:2]1.C([N:12]([CH2:15]C)CC)C.C1(P(N=[N+]=[N-])(C2C=CC=CC=2)=[O:24])C=CC=CC=1.[C:34]([OH:38])([CH3:37])([CH3:36])[CH3:35], predict the reaction product. The product is: [CH:1]1([NH:12][C:15](=[O:24])[O:38][C:34]([CH3:37])([CH3:36])[CH3:35])[CH2:6][CH2:5][CH:4]=[CH:3][CH2:2]1.